Dataset: Forward reaction prediction with 1.9M reactions from USPTO patents (1976-2016). Task: Predict the product of the given reaction. Given the reactants [CH3:1][O:2][C:3]([C:5]1[CH:10]=[N:9][C:8]([O:11][CH3:12])=[C:7]([NH2:13])[N:6]=1)=[O:4].[Cl:14][C:15]1[C:20]([Cl:21])=[CH:19][CH:18]=[CH:17][C:16]=1[S:22](Cl)(=[O:24])=[O:23], predict the reaction product. The product is: [Cl:14][C:15]1[C:20]([Cl:21])=[CH:19][CH:18]=[CH:17][C:16]=1[S:22]([NH:13][C:7]1[N:6]=[C:5]([C:3]([O:2][CH3:1])=[O:4])[CH:10]=[N:9][C:8]=1[O:11][CH3:12])(=[O:24])=[O:23].